Dataset: Cav3 T-type calcium channel HTS with 100,875 compounds. Task: Binary Classification. Given a drug SMILES string, predict its activity (active/inactive) in a high-throughput screening assay against a specified biological target. The compound is S1C(CC(=O)N(CC(=O)N2CCCC2)c2c1cccc2)C. The result is 0 (inactive).